From a dataset of Catalyst prediction with 721,799 reactions and 888 catalyst types from USPTO. Predict which catalyst facilitates the given reaction. (1) Reactant: [CH2:1]([O:8][C:9]([NH:11][C:12]1[CH:24]=[CH:23][C:15]([C:16]([O:18]C(C)(C)C)=[O:17])=[C:14]([F:25])[CH:13]=1)=[O:10])[C:2]1[CH:7]=[CH:6][CH:5]=[CH:4][CH:3]=1. Product: [CH2:1]([O:8][C:9]([NH:11][C:12]1[CH:24]=[CH:23][C:15]([C:16]([OH:18])=[O:17])=[C:14]([F:25])[CH:13]=1)=[O:10])[C:2]1[CH:3]=[CH:4][CH:5]=[CH:6][CH:7]=1. The catalyst class is: 281. (2) Reactant: [CH2:1]([CH:3]([CH2:9][CH3:10])/[CH:4]=[CH:5]/[C:6]([OH:8])=O)[CH3:2].C(N(C(C)C)CC)(C)C.CN(C(ON1N=NC2C=CC=NC1=2)=[N+](C)C)C.F[P-](F)(F)(F)(F)F.[CH3:44][C:45]1[CH:54]=[C:53]([N:55]2[CH2:60][CH2:59][NH:58][CH2:57][CH2:56]2)[C:52]2[C:47](=[CH:48][C:49]([C:61]([F:64])([F:63])[F:62])=[CH:50][CH:51]=2)[N:46]=1. Product: [CH2:9]([CH:3]([CH2:1][CH3:2])/[CH:4]=[CH:5]/[C:6]([N:58]1[CH2:59][CH2:60][N:55]([C:53]2[C:52]3[C:47](=[CH:48][C:49]([C:61]([F:64])([F:62])[F:63])=[CH:50][CH:51]=3)[N:46]=[C:45]([CH3:44])[CH:54]=2)[CH2:56][CH2:57]1)=[O:8])[CH3:10]. The catalyst class is: 3. (3) Reactant: [CH3:1][C:2]1[CH:7]=[CH:6][C:5]([C:8]2[CH:13]=[C:12]([C:14](=[O:24])[NH:15][CH2:16][C:17]3[CH:18]=[N:19][C:20]([CH3:23])=[N:21][CH:22]=3)[CH:11]=[C:10]([C:25](O)=[O:26])[CH:9]=2)=[CH:4][CH:3]=1.Cl.CN(C)CCCN=C=NCC.O.ON1C2C=CC=CC=2N=N1.[CH3:51][CH:52]1[CH2:54][NH:53]1.C(N(CC)C(C)C)(C)C. Product: [CH3:1][C:2]1[CH:7]=[CH:6][C:5]([C:8]2[CH:9]=[C:10]([C:25]([N:53]3[CH2:54][CH:52]3[CH3:51])=[O:26])[CH:11]=[C:12]([C:14]([NH:15][CH2:16][C:17]3[CH:22]=[N:21][C:20]([CH3:23])=[N:19][CH:18]=3)=[O:24])[CH:13]=2)=[CH:4][CH:3]=1. The catalyst class is: 2. (4) Reactant: [Cl:1][C:2]1[CH:10]=[C:9]2[C:5]([CH:6]=[N:7][N:8]2[C:11]2[CH:16]=[CH:15][C:14]([F:17])=[CH:13][CH:12]=2)=[CH:4][C:3]=1[O:18][CH:19]([C:23]1[CH:28]=[CH:27][C:26]([F:29])=[CH:25][CH:24]=1)[C:20]([CH3:22])=O.C([O-])(=O)C.[NH4+].C([BH3-])#[N:36]. Product: [Cl:1][C:2]1[CH:10]=[C:9]2[C:5]([CH:6]=[N:7][N:8]2[C:11]2[CH:16]=[CH:15][C:14]([F:17])=[CH:13][CH:12]=2)=[CH:4][C:3]=1[O:18][CH:19]([C:23]1[CH:28]=[CH:27][C:26]([F:29])=[CH:25][CH:24]=1)[CH:20]([NH2:36])[CH3:22]. The catalyst class is: 5.